Dataset: Catalyst prediction with 721,799 reactions and 888 catalyst types from USPTO. Task: Predict which catalyst facilitates the given reaction. (1) The catalyst class is: 1. Reactant: [Br:1][C:2]1[CH:10]=[CH:9][C:5]([C:6]([OH:8])=[O:7])=[C:4](F)[CH:3]=1.[CH2:12]([Mg]Br)[CH3:13]. Product: [Br:1][C:2]1[CH:10]=[CH:9][C:5]([C:6]([OH:8])=[O:7])=[C:4]([CH2:12][CH3:13])[CH:3]=1. (2) Reactant: [C:1]1([C:7]2[CH:12]=[C:11](C3C=CC=CC=3)[N:10]=[C:9]([O:19][CH2:20][CH2:21][CH2:22][CH2:23][CH2:24][O:25][C:26]3[C:27]([CH2:39][CH2:40][C:41]([O:43][CH3:44])=[O:42])=[C:28]([CH:36]=[CH:37][CH:38]=3)[O:29][CH2:30][CH2:31][CH2:32][C:33](O)=[O:34])[CH:8]=2)[CH:6]=[CH:5][CH:4]=[CH:3][CH:2]=1.CCN(C(C)C)C(C)C.CN(C(ON1N=N[C:64]2[CH:65]=[CH:66][CH:67]=[CH:68][C:63]1=2)=[N+](C)C)C.F[P-](F)(F)(F)(F)F.[NH2:78][CH2:79][CH2:80][CH2:81][CH2:82][CH:83]([NH:98][C:99]([O:101][C:102]([CH3:105])([CH3:104])[CH3:103])=[O:100])[C:84]([NH:86][CH2:87][CH:88]([OH:97])[CH:89]([OH:96])[CH:90]([OH:95])[CH:91]([OH:94])[CH2:92][OH:93])=[O:85]. Product: [C:102]([O:101][C:99]([NH:98][CH:83]([C:84](=[O:85])[NH:86][CH2:87][CH:88]([OH:97])[CH:89]([OH:96])[CH:90]([OH:95])[CH:91]([OH:94])[CH2:92][OH:93])[CH2:82][CH2:81][CH2:80][CH2:79][NH:78][C:33]([CH2:32][CH2:31][CH2:30][O:29][C:28]1[C:27]([CH2:39][CH2:40][C:41]([O:43][CH3:44])=[O:42])=[C:26]([O:25][CH2:24][CH2:23][CH2:22][CH2:21][CH2:20][O:19][C:9]2[CH:8]=[C:7]([C:1]3[CH:2]=[CH:3][CH:4]=[CH:5][CH:6]=3)[CH:12]=[C:11]([C:63]3[CH:64]=[CH:65][CH:66]=[CH:67][CH:68]=3)[N:10]=2)[CH:38]=[CH:37][CH:36]=1)=[O:34])=[O:100])([CH3:105])([CH3:104])[CH3:103]. The catalyst class is: 3. (3) Reactant: [CH3:1][O:2][C:3]([C:5]1[C:13]2[C:8](=[CH:9][C:10]([Cl:14])=[CH:11][CH:12]=2)[NH:7][C:6]=1[CH3:15])=[O:4].Br[CH:17]([CH3:19])[CH3:18].C(=O)([O-])[O-].[K+].[K+].CN(C=O)C. Product: [CH3:1][O:2][C:3]([C:5]1[C:13]2[C:8](=[CH:9][C:10]([Cl:14])=[CH:11][CH:12]=2)[N:7]([CH:17]([CH3:19])[CH3:18])[C:6]=1[CH3:15])=[O:4]. The catalyst class is: 6. (4) Reactant: [OH:1][C:2]1[C:11]([C:12](=[O:15])[CH2:13][CH3:14])=[C:10]2[C:5]([C:6]([CH2:17][CH2:18][CH3:19])=[CH:7][C:8](=[O:16])[O:9]2)=[C:4]2[O:20][C:21]([CH3:25])([CH3:24])[CH:22]=[CH:23][C:3]=12.[BH4-].[Na+]. Product: [OH:1][C:2]1[C:11]([CH:12]([OH:15])[CH2:13][CH3:14])=[C:10]2[C:5]([C:6]([CH2:17][CH2:18][CH3:19])=[CH:7][C:8](=[O:16])[O:9]2)=[C:4]2[O:20][C:21]([CH3:25])([CH3:24])[CH:22]=[CH:23][C:3]=12. The catalyst class is: 353. (5) Reactant: Cl[C:2]1[CH:9]=[N:8][CH:7]=[CH:6][C:3]=1[CH:4]=[O:5].[CH3:10][S:11][C:12]1[CH:17]=[CH:16][C:15]([SH:18])=[CH:14][CH:13]=1. Product: [CH3:10][S:11][C:12]1[CH:17]=[CH:16][C:15]([S:18][C:2]2[CH:9]=[N:8][CH:7]=[CH:6][C:3]=2[CH:4]=[O:5])=[CH:14][CH:13]=1. The catalyst class is: 3.